This data is from Experimentally validated miRNA-target interactions with 360,000+ pairs, plus equal number of negative samples. The task is: Binary Classification. Given a miRNA mature sequence and a target amino acid sequence, predict their likelihood of interaction. (1) The miRNA is hsa-miR-214-5p with sequence UGCCUGUCUACACUUGCUGUGC. The protein sequence of the target gene is MPLFFSALLVLLLVALSALFLGRWLVVRLATKWCQRKLQAELKIGSFRFFWIQNVSLKFQQHQQTVEIDNLWISSKLLSHDLPHYVALCFGEVRIRTDLQKVSDLSAPFSQSAGVDQKELSFSPSLLKIFCQLFSIHVDAINIMVLKVDTSESLWHIQISRSRFLLDSDGKRLICEVSLCKINSKVLKSGQLEDTCLVELSLALDLCLKVGISSRHLTAITVDVWTLHAELHEGLFQSQLLCQGPSLASKPVPCSEVTENLVEPTLPGLFLLQQLPDQVKVKMENTSVVLSMNSQKRHLT.... Result: 0 (no interaction). (2) The miRNA is mmu-miR-376c-3p with sequence AACAUAGAGGAAAUUUCACGU. The protein sequence of the target gene is MKAGCSIVEKPEGGGGYQFPDWAYKAESSPGSRQIQLWHFILELLQKEEFRHVIAWQQGEYGEFVIKDPDEVARLWGRRKCKPQMNYDKLSRALRYYYNKRILHKTKGKRFTYKFNFNKLVMPNYPFINIRSSGVVPQSAPPVPTASSRFHFPPLDSHSPTGDVQPGRFSASSLSASGPESGVTTDRKVEPSDLEDGSASDWHRGMDFMPSRNALGGGAVGHQKRKPDILLPLFTRPAMYPDPHSPFAISPVPGRGGVLNVPISPALSLTPTMFSYSPSPGLSPFTSSSCFSFNPEEMKH.... Result: 0 (no interaction). (3) The miRNA is mmu-miR-5128 with sequence CAAUUGGGGCUGGCGAGAUGGCU. The protein sequence of the target gene is MVCGGFSCSKNCLCALNLLYTLVSLLLIGIAAWGIGFGLISSLRVVGVVIAVGIFLFLIALVGLIGAVKHHQVLLFFYMIILLLVFIVQFSVSCACLALNREQQGQLLEVGWNNTASARNDIQRNLNCCGFRSYNPNDTCPASCAKSTQKCSSCAPIIGEYAGEVLRFVGGIGLFFSFTEILGVWLTYRYRNQKDPRANPSAFL. Result: 1 (interaction). (4) The miRNA is mmu-miR-297c-3p with sequence UAUACAUACACACAUACCCAUA. The protein sequence of the target gene is MELATRYQIPKEVADIFNAPSDDEEFVGFRDDVPMETLSSEESCDSFDSLESGKQQDVRFHSKYFTEELRRIFIEDTDSETEDFAGFTQSDLNGKTNPEVMVVESDLSDDGKASLVSEEEEDEEEDKATPRRSRSRRSSIGLRVAFQFPTKKLANKPDKNSSSEQLFSSARLQNEKKTILERKKDCRQVIQREDSTSESEDDSRDESQESSDALLKRTMNIKENKAMLAQLLAELNSMPDFFPVRTPTSASRKKTVRRAFSEGQITRRMNPTRSARPPEKFALENFTVSAAKFAEEFYSF.... Result: 0 (no interaction). (5) The miRNA is hsa-miR-5011-5p with sequence UAUAUAUACAGCCAUGCACUC. The protein sequence of the target gene is MESKEELAANNLNGENAQQENEGGEQAPTQNEEESRHLGGGEGQKPGGNIRRGRVRRLVPNFRWAIPNRHIEHNEARDDVERFVGQMMEIKRKTREQQMRHYMRFQTPEPDNHYDFCLIP. Result: 1 (interaction). (6) The miRNA is hsa-miR-4709-3p with sequence UUGAAGAGGAGGUGCUCUGUAGC. The protein sequence of the target gene is MGLLRIMMPPKLQLLAVVAFAVAMLFLENQIQKLEESRAKLERAIARHEVREIEQRHTMDGPRQDATLDEEEDIIIIYNRVPKTASTSFTNIAYDLCAKNRYHVLHINTTKNNPVMSLQDQVRFVKNITTWNEMKPGFYHGHISYLDFAKFGVKKKPIYINVIRDPIERLVSYYYFLRFGDDYRPGLRRRKQGDKKTFDECVAEGGSDCAPEKLWLQIPFFCGHSSECWNVGSRWAMDQAKSNLINEYFLVGVTEELEDFIMLLEAALPRFFRGATDLYRTGKKSHLRKTTEKKLPTKQT.... Result: 0 (no interaction).